Dataset: Reaction yield outcomes from USPTO patents with 853,638 reactions. Task: Predict the reaction yield, written as a fraction of the theoretical maximum amount of product (1.0 means a 100% yield; for example, 0.34 means a 34% yield). (1) The reactants are [OH:1][C:2]1[CH:11]=[CH:10][C:5]([C:6]([O:8][CH3:9])=[O:7])=[CH:4][C:3]=1I.[H-].[Na+].[CH3:15][N:16](C=O)C. No catalyst specified. The product is [C:15]([C:3]1[CH:4]=[C:5]([CH:10]=[CH:11][C:2]=1[OH:1])[C:6]([O:8][CH3:9])=[O:7])#[N:16]. The yield is 1.00. (2) The catalyst is C(Cl)Cl.C1COCC1.O. The yield is 0.920. The reactants are [NH2:1][C:2]1[CH:7]=[CH:6][C:5]([N:8]2[CH2:13][CH2:12][CH2:11][CH2:10][CH2:9]2)=[CH:4][C:3]=1[C:14]1[CH:19]=[C:18]([N:20]([CH2:28][C:29]2[CH:34]=[CH:33][CH:32]=[C:31]([C:35]([F:38])([F:37])[F:36])[CH:30]=2)[C:21](=[O:27])[O:22][C:23]([CH3:26])([CH3:25])[CH3:24])[CH:17]=[CH:16][N:15]=1.Cl[C:40]([C:42]1[CH:43]=[C:44]([CH:53]=[CH:54][CH:55]=1)[CH2:45][S:46][CH2:47][CH2:48][C:49]([O:51][CH3:52])=[O:50])=[O:41].N1C=CC=CC=1.OS(O)(=O)=O. The product is [C:23]([O:22][C:21]([N:20]([CH2:28][C:29]1[CH:34]=[CH:33][CH:32]=[C:31]([C:35]([F:37])([F:38])[F:36])[CH:30]=1)[C:18]1[CH:17]=[CH:16][N:15]=[C:14]([C:3]2[CH:4]=[C:5]([N:8]3[CH2:13][CH2:12][CH2:11][CH2:10][CH2:9]3)[CH:6]=[CH:7][C:2]=2[NH:1][C:40]([C:42]2[CH:43]=[C:44]([CH:53]=[CH:54][CH:55]=2)[CH2:45][S:46][CH2:47][CH2:48][C:49]([O:51][CH3:52])=[O:50])=[O:41])[CH:19]=1)=[O:27])([CH3:26])([CH3:24])[CH3:25]. (3) The reactants are [OH:1][C:2]1[CH:3]=[C:4]([CH2:10][OH:11])[CH:5]=[C:6]([CH2:8][OH:9])[CH:7]=1.C(=O)([O-])[O-].[Na+].[Na+].[I-].[Na+].Br[CH2:21][CH2:22][O:23][C:24]1[CH:29]=[CH:28][C:27]([C:30](=[O:32])[CH3:31])=[CH:26][CH:25]=1. The catalyst is CC(N(C)C)=O. The product is [OH:9][CH2:8][C:6]1[CH:7]=[C:2]([CH:3]=[C:4]([CH2:10][OH:11])[CH:5]=1)[O:1][CH2:21][CH2:22][O:23][C:24]1[CH:29]=[CH:28][C:27]([C:30](=[O:32])[CH3:31])=[CH:26][CH:25]=1. The yield is 0.860. (4) The reactants are [NH2:1][C:2]1[C:10]2[C:5](=[N:6][C:7]([O:13][CH2:14][C:15]([OH:17])=O)=[C:8]([Cl:12])[C:9]=2[CH3:11])[S:4][C:3]=1[C:18](=[O:23])[NH:19][CH:20]1[CH2:22][CH2:21]1.O.ON1C2C=CC=CC=2N=N1.C(N(CC)C(C)C)(C)C.Cl.CN(C)CCCN=C=NCC.[NH2:56][CH2:57][CH2:58][N:59]1[CH2:63][CH2:62][CH2:61][CH2:60]1. The catalyst is CN(C=O)C.C1COCC1. The product is [CH:20]1([NH:19][C:18]([C:3]2[S:4][C:5]3=[N:6][C:7]([O:13][CH2:14][C:15](=[O:17])[NH:56][CH2:57][CH2:58][N:59]4[CH2:63][CH2:62][CH2:61][CH2:60]4)=[C:8]([Cl:12])[C:9]([CH3:11])=[C:10]3[C:2]=2[NH2:1])=[O:23])[CH2:21][CH2:22]1. The yield is 0.180. (5) The reactants are Cl[CH2:2][CH2:3][NH:4][C:5]([N:7]1[CH2:12][CH2:11][CH:10]([O:13][C:14]2[CH:15]=[C:16]3[C:21](=[CH:22][C:23]=2[O:24][CH3:25])[N:20]=[CH:19][N:18]=[C:17]3[NH:26][C:27]2[CH:32]=[CH:31][CH:30]=[C:29]([Cl:33])[C:28]=2[F:34])[CH2:9][CH2:8]1)=[O:6].[NH:35]1[CH2:39][CH2:38][CH2:37][CH2:36]1.[I-].[K+]. The catalyst is CC(N(C)C)=O. The product is [Cl:33][C:29]1[C:28]([F:34])=[C:27]([CH:32]=[CH:31][CH:30]=1)[NH:26][C:17]1[C:16]2[C:21](=[CH:22][C:23]([O:24][CH3:25])=[C:14]([O:13][CH:10]3[CH2:9][CH2:8][N:7]([C:5](=[O:6])[NH:4][CH2:3][CH2:2][N:35]4[CH2:39][CH2:38][CH2:37][CH2:36]4)[CH2:12][CH2:11]3)[CH:15]=2)[N:20]=[CH:19][N:18]=1. The yield is 0.360. (6) The reactants are Cl[C:2]1[N:3]=[CH:4][C:5]2[CH:10]=[C:9]([C:11]([N:13]([CH3:15])[CH3:14])=[O:12])[N:8]([CH:16]3[CH2:21][CH2:20][CH2:19][O:18][CH2:17]3)[C:6]=2[N:7]=1.[NH2:22][C:23]1[N:28]=[CH:27][C:26]([N:29]2[CH2:44][CH2:43][C:31]3([N:35]([C:36]([O:38][C:39]([CH3:42])([CH3:41])[CH3:40])=[O:37])[CH2:34][CH2:33][CH2:32]3)[C:30]2=[O:45])=[CH:25][CH:24]=1. No catalyst specified. The product is [CH3:14][N:13]([CH3:15])[C:11]([C:9]1[N:8]([CH:16]2[CH2:21][CH2:20][CH2:19][O:18][CH2:17]2)[C:6]2[N:7]=[C:2]([NH:22][C:23]3[N:28]=[CH:27][C:26]([N:29]4[CH2:44][CH2:43][C:31]5([N:35]([C:36]([O:38][C:39]([CH3:41])([CH3:42])[CH3:40])=[O:37])[CH2:34][CH2:33][CH2:32]5)[C:30]4=[O:45])=[CH:25][CH:24]=3)[N:3]=[CH:4][C:5]=2[CH:10]=1)=[O:12]. The yield is 0.720. (7) The reactants are [NH2:1][CH2:2][C@@H:3]([N:5]1[CH:9]=[CH:8][C:7]([C:10]2[CH:17]=[C:16]([F:18])[C:13]([C:14]#[N:15])=[C:12]([Cl:19])[CH:11]=2)=[N:6]1)[CH3:4].[C:20]([C:23]1[O:27][N:26]=[C:25]([C:28](O)=[O:29])[CH:24]=1)(=[O:22])[CH3:21]. No catalyst specified. The product is [C:20]([C:23]1[O:27][N:26]=[C:25]([C:28]([NH:1][CH2:2][C@@H:3]([N:5]2[CH:9]=[CH:8][C:7]([C:10]3[CH:17]=[C:16]([F:18])[C:13]([C:14]#[N:15])=[C:12]([Cl:19])[CH:11]=3)=[N:6]2)[CH3:4])=[O:29])[CH:24]=1)(=[O:22])[CH3:21]. The yield is 0.196.